From a dataset of Full USPTO retrosynthesis dataset with 1.9M reactions from patents (1976-2016). Predict the reactants needed to synthesize the given product. (1) Given the product [NH2:19][C:16]1[CH:17]=[CH:18][C:13]([NH:12][C:10]([NH:9][CH2:8][CH2:7][N:4]2[CH2:3][CH2:2][O:1][CH2:6][CH2:5]2)=[O:11])=[C:14]([C:22]([F:25])([F:24])[F:23])[CH:15]=1, predict the reactants needed to synthesize it. The reactants are: [O:1]1[CH2:6][CH2:5][N:4]([CH2:7][CH2:8][NH:9][C:10]([NH:12][C:13]2[CH:18]=[CH:17][C:16]([N+:19]([O-])=O)=[CH:15][C:14]=2[C:22]([F:25])([F:24])[F:23])=[O:11])[CH2:3][CH2:2]1. (2) The reactants are: [CH3:1][O:2][C:3]1[CH:4]=[C:5]([CH2:11][C:12](=[N:17]O)[C:13]([F:16])([F:15])[F:14])[CH:6]=[CH:7][C:8]=1[O:9][CH3:10].[H-].[H-].[H-].[H-].[Li+].[Al+3]. Given the product [CH3:1][O:2][C:3]1[CH:4]=[C:5]([CH2:11][CH:12]([NH2:17])[C:13]([F:15])([F:16])[F:14])[CH:6]=[CH:7][C:8]=1[O:9][CH3:10], predict the reactants needed to synthesize it. (3) Given the product [NH2:8][C@H:9]([CH2:13][CH2:14][NH:15][C:16]([C:18]1[N:19]=[C:20]([C:36]#[N:37])[C:21]2[C:26]([C:27]=1[OH:28])=[CH:25][CH:24]=[C:23]([O:29][C:30]1[CH:35]=[CH:34][CH:33]=[CH:32][CH:31]=1)[CH:22]=2)=[O:17])[C:10]([OH:12])=[O:11].[C:38]([OH:44])([C:40]([F:43])([F:42])[F:41])=[O:39], predict the reactants needed to synthesize it. The reactants are: C(OC([NH:8][C@H:9]([CH2:13][CH2:14][NH:15][C:16]([C:18]1[N:19]=[C:20]([C:36]#[N:37])[C:21]2[C:26]([C:27]=1[OH:28])=[CH:25][CH:24]=[C:23]([O:29][C:30]1[CH:35]=[CH:34][CH:33]=[CH:32][CH:31]=1)[CH:22]=2)=[O:17])[C:10]([OH:12])=[O:11])=O)(C)(C)C.[C:38]([OH:44])([C:40]([F:43])([F:42])[F:41])=[O:39]. (4) Given the product [CH3:1][C:2]1[CH:3]=[C:4]([O:15][C:16]2[C:25]3[C:20](=[CH:21][C:22]([O:28][CH2:36][CH2:37][OH:38])=[C:23]([O:26][CH3:27])[CH:24]=3)[N:19]=[CH:18][CH:17]=2)[C:5]([C:9]2[CH:14]=[CH:13][CH:12]=[CH:11][N:10]=2)=[N:6][C:7]=1[CH3:8], predict the reactants needed to synthesize it. The reactants are: [CH3:1][C:2]1[CH:3]=[C:4]([O:15][C:16]2[C:25]3[C:20](=[CH:21][C:22]([OH:28])=[C:23]([O:26][CH3:27])[CH:24]=3)[N:19]=[CH:18][CH:17]=2)[C:5]([C:9]2[CH:14]=[CH:13][CH:12]=[CH:11][N:10]=2)=[N:6][C:7]=1[CH3:8].C(=O)([O-])[O-].[K+].[K+].Br[CH2:36][CH2:37][OH:38]. (5) Given the product [Cl:20][C:13]1[C:14]([F:19])=[CH:15][CH:16]=[C:17]([Cl:18])[C:12]=1[C@H:10]([O:9][C:4]1[C:5]([NH2:8])=[N:6][CH:7]=[C:2]([C:31]2[CH:32]=[N:28][NH:29][CH:30]=2)[N:3]=1)[CH3:11], predict the reactants needed to synthesize it. The reactants are: Br[C:2]1[N:3]=[C:4]([O:9][C@@H:10]([C:12]2[C:17]([Cl:18])=[CH:16][CH:15]=[C:14]([F:19])[C:13]=2[Cl:20])[CH3:11])[C:5]([NH2:8])=[N:6][CH:7]=1.C(OC([N:28]1[CH:32]=[C:31](B2OC(C)(C)C(C)(C)O2)[CH:30]=[N:29]1)=O)(C)(C)C. (6) Given the product [O:29]=[C:21]1[C:22]2[CH:28]=[CH:27][CH:26]=[CH:25][C:23]=2[S:24][C:1]([C:3]2[CH:8]=[C:7]([CH:9]3[CH2:13][CH2:12][CH2:11][N:10]3[C:14]([O:16][C:17]([CH3:20])([CH3:19])[CH3:18])=[O:15])[CH:6]=[CH:5][N:4]=2)=[N:2]1, predict the reactants needed to synthesize it. The reactants are: [C:1]([C:3]1[CH:8]=[C:7]([CH:9]2[CH2:13][CH2:12][CH2:11][N:10]2[C:14]([O:16][C:17]([CH3:20])([CH3:19])[CH3:18])=[O:15])[CH:6]=[CH:5][N:4]=1)#[N:2].[C:21](OC)(=[O:29])[C:22]1[C:23](=[CH:25][CH:26]=[CH:27][CH:28]=1)[SH:24].C(N(CC)CC)C. (7) Given the product [CH2:9]([O:8][C:5]1[CH:6]=[CH:7][C:2]([NH:19][C:16]2[CH:17]=[CH:18][N:14]([CH3:13])[N:15]=2)=[N:3][CH:4]=1)[CH:10]([CH3:12])[CH3:11], predict the reactants needed to synthesize it. The reactants are: Br[C:2]1[CH:7]=[CH:6][C:5]([O:8][CH2:9][CH:10]([CH3:12])[CH3:11])=[CH:4][N:3]=1.[CH3:13][N:14]1[CH:18]=[CH:17][C:16]([NH2:19])=[N:15]1. (8) Given the product [C:26]([P:25]([C:30]([CH3:33])([CH3:32])[CH3:31])[O:24][C:19]1[CH:20]=[CH:21][CH:22]=[CH:23][C:18]=1[C:5]1[C:6]([CH3:17])=[CH:7][C:8]([CH3:16])=[C:9]([C:10]2[CH:15]=[CH:14][CH:13]=[CH:12][CH:11]=2)[C:4]=1[CH3:3])([CH3:29])([CH3:28])[CH3:27], predict the reactants needed to synthesize it. The reactants are: [H-].[Na+].[CH3:3][C:4]1[C:9]([C:10]2[CH:15]=[CH:14][CH:13]=[CH:12][CH:11]=2)=[C:8]([CH3:16])[CH:7]=[C:6]([CH3:17])[C:5]=1[C:18]1[C:19]([OH:24])=[CH:20][CH:21]=[CH:22][CH:23]=1.[P:25](Cl)([C:30]([CH3:33])([CH3:32])[CH3:31])[C:26]([CH3:29])([CH3:28])[CH3:27]. (9) Given the product [OH:3][C:1]1[C:4]2[C:9](=[C:8]([CH3:20])[C:7]([O:21][CH3:22])=[CH:6][CH:5]=2)[N:10]=[C:11]([C:13]2[CH:18]=[CH:17][CH:16]=[C:15]([CH3:19])[N:14]=2)[CH:2]=1, predict the reactants needed to synthesize it. The reactants are: [C:1]([C:4]1[C:9]([NH:10][C:11]([C:13]2[CH:18]=[CH:17][CH:16]=[C:15]([CH3:19])[N:14]=2)=O)=[C:8]([CH3:20])[C:7]([O:21][CH3:22])=[CH:6][CH:5]=1)(=[O:3])[CH3:2].[OH-].[K+].O. (10) Given the product [Cl:1][C:2]1[N:10]=[C:9]2[C:5]([N:6]([C:26]([N:21]3[CH2:25][CH2:24][CH2:23][CH2:22]3)=[O:27])[C:7](=[O:12])[N:8]2[CH3:11])=[CH:4][N:3]=1, predict the reactants needed to synthesize it. The reactants are: [Cl:1][C:2]1[N:10]=[C:9]2[C:5]([NH:6][C:7](=[O:12])[N:8]2[CH3:11])=[CH:4][N:3]=1.N12CCN(CC1)CC2.[N:21]1([C:26](Cl)=[O:27])[CH2:25][CH2:24][CH2:23][CH2:22]1.O.